Dataset: Forward reaction prediction with 1.9M reactions from USPTO patents (1976-2016). Task: Predict the product of the given reaction. Given the reactants [Br:1][C:2]1[N:3]=[C:4]([CH:16]=O)[N:5]([CH2:8][O:9][CH2:10][CH2:11][Si:12]([CH3:15])([CH3:14])[CH3:13])[C:6]=1[Br:7].[CH3:18][C:19]([S@@:22]([NH2:24])=[O:23])([CH3:21])[CH3:20], predict the reaction product. The product is: [Br:1][C:2]1[N:3]=[C:4](/[CH:16]=[N:24]/[S@:22]([C:19]([CH3:21])([CH3:20])[CH3:18])=[O:23])[N:5]([CH2:8][O:9][CH2:10][CH2:11][Si:12]([CH3:15])([CH3:14])[CH3:13])[C:6]=1[Br:7].